Dataset: Catalyst prediction with 721,799 reactions and 888 catalyst types from USPTO. Task: Predict which catalyst facilitates the given reaction. (1) Reactant: [F:1][C:2]1[CH:10]=[C:9](F)[C:8]([N+:12]([O-:14])=[O:13])=[CH:7][C:3]=1[C:4]([OH:6])=[O:5].[CH3:15][NH2:16]. Product: [F:1][C:2]1[CH:10]=[C:9]([NH:16][CH3:15])[C:8]([N+:12]([O-:14])=[O:13])=[CH:7][C:3]=1[C:4]([OH:6])=[O:5]. The catalyst class is: 1. (2) Reactant: [F:1][C:2]1[CH:3]=[C:4]([N:8]2[C@@:12]3([CH2:17][CH2:16][N:15]([CH2:18][C:19]4[CH:24]=[CH:23][CH:22]=[C:21]([O:25][CH:26]([CH3:28])[CH3:27])[CH:20]=4)[C@@H:14]([CH3:29])[CH2:13]3)[CH2:11][NH:10][S:9]2(=[O:31])=[O:30])[CH:5]=[CH:6][CH:7]=1.Br[C:33]1[CH2:37][CH:36]([C:38]2[CH:43]=[CH:42][CH:41]=[CH:40][CH:39]=2)[O:35][N:34]=1.C(=O)([O-])[O-].[K+].[K+].CNCCNC. Product: [F:1][C:2]1[CH:3]=[C:4]([N:8]2[C@@:12]3([CH2:17][CH2:16][N:15]([CH2:18][C:19]4[CH:24]=[CH:23][CH:22]=[C:21]([O:25][CH:26]([CH3:27])[CH3:28])[CH:20]=4)[C@@H:14]([CH3:29])[CH2:13]3)[CH2:11][N:10]([C:33]3[CH2:37][CH:36]([C:38]4[CH:39]=[CH:40][CH:41]=[CH:42][CH:43]=4)[O:35][N:34]=3)[S:9]2(=[O:31])=[O:30])[CH:5]=[CH:6][CH:7]=1. The catalyst class is: 321. (3) Reactant: [C:1]([O:5][C:6]([NH:8][C:9]1[C:19]([CH3:20])=[C:18]([CH3:21])[C:12]([NH:13][CH2:14][C:15]([OH:17])=O)=[C:11]([CH3:22])[C:10]=1[CH3:23])=[O:7])([CH3:4])([CH3:3])[CH3:2].[CH2:24]([N:31]1[CH2:36][CH2:35][CH:34]([NH2:37])[CH2:33][CH2:32]1)[C:25]1[CH:30]=[CH:29][CH:28]=[CH:27][CH:26]=1.C(N(CC)CC)C.C(=O)([O-])O.[Na+]. Product: [C:1]([O:5][C:6]([NH:8][C:9]1[C:19]([CH3:20])=[C:18]([CH3:21])[C:12]([NH:13][CH2:14][C:15]([NH:37][CH:34]2[CH2:35][CH2:36][N:31]([CH2:24][C:25]3[CH:30]=[CH:29][CH:28]=[CH:27][CH:26]=3)[CH2:32][CH2:33]2)=[O:17])=[C:11]([CH3:22])[C:10]=1[CH3:23])=[O:7])([CH3:3])([CH3:2])[CH3:4]. The catalyst class is: 2. (4) Reactant: [CH:1]1[CH:6]=[C:5]([C:7]([OH:9])=[O:8])[C:4]([OH:10])=[CH:3][CH:2]=1.[CH2:11]([Sn]=O)[CH2:12][CH2:13][CH3:14]. Product: [CH3:14][C:13]1[CH2:3][CH2:2][CH:1]([CH2:6][O:8][C:7](=[O:9])[C:5]2[C:4](=[CH:3][CH:2]=[CH:1][CH:6]=2)[OH:10])[CH2:11][CH:12]=1. The catalyst class is: 11. (5) Reactant: [C:1]([C:3]1[CH:4]=[C:5]([C:13]2[O:17][N:16]=[C:15]([C:18]3[CH:19]=[CH:20][C:21]4[CH2:27][N:26](C(OC(C)(C)C)=O)[CH2:25][CH2:24][CH2:23][C:22]=4[CH:35]=3)[N:14]=2)[CH:6]=[CH:7][C:8]=1[O:9][CH:10]([CH3:12])[CH3:11])#[N:2].[ClH:36]. Product: [ClH:36].[CH3:12][CH:10]([O:9][C:8]1[CH:7]=[CH:6][C:5]([C:13]2[O:17][N:16]=[C:15]([C:18]3[CH:19]=[CH:20][C:21]4[CH2:27][NH:26][CH2:25][CH2:24][CH2:23][C:22]=4[CH:35]=3)[N:14]=2)=[CH:4][C:3]=1[C:1]#[N:2])[CH3:11]. The catalyst class is: 28.